From a dataset of Reaction yield outcomes from USPTO patents with 853,638 reactions. Predict the reaction yield, written as a fraction of the theoretical maximum amount of product (1.0 means a 100% yield; for example, 0.34 means a 34% yield). (1) The reactants are [NH2:1][C:2]1[CH:3]=[C:4]([CH:21]=[CH:22][C:23]=1[CH3:24])[O:5][C:6]1[CH:7]=[CH:8][C:9]2[N:10]([CH:12]=[C:13]([NH:15][C:16]([CH:18]3[CH2:20][CH2:19]3)=[O:17])[N:14]=2)[N:11]=1.[CH3:25][N:26]1[CH:30]=[CH:29][N:28]=[C:27]1[C:31](O)=[O:32].Cl.C(N=C=NCCCN(C)C)C.ON1C2C=CC=CC=2N=N1.C(=O)([O-])O.[Na+]. The catalyst is CN(C)C=O. The product is [CH:18]1([C:16]([NH:15][C:13]2[N:14]=[C:9]3[CH:8]=[CH:7][C:6]([O:5][C:4]4[CH:21]=[CH:22][C:23]([CH3:24])=[C:2]([NH:1][C:31]([C:27]5[N:26]([CH3:25])[CH:30]=[CH:29][N:28]=5)=[O:32])[CH:3]=4)=[N:11][N:10]3[CH:12]=2)=[O:17])[CH2:20][CH2:19]1. The yield is 0.320. (2) The catalyst is C(O)CC. The yield is 0.970. The reactants are [CH2:1]([O:3][C:4]([C:6]1[CH:7]=[N:8][C:9]2[C:14]([C:15]=1Cl)=[CH:13][C:12]([C:17]#[N:18])=[CH:11][CH:10]=2)=[O:5])[CH3:2].Cl.[Cl:20][C:21]1[CH:22]=[C:23]([CH:26]=[CH:27][C:28]=1[O:29][CH3:30])[CH2:24][NH2:25].C(N(C(C)C)CC)(C)C.O. The product is [CH2:1]([O:3][C:4]([C:6]1[CH:7]=[N:8][C:9]2[C:14]([C:15]=1[NH:25][CH2:24][C:23]1[CH:26]=[CH:27][C:28]([O:29][CH3:30])=[C:21]([Cl:20])[CH:22]=1)=[CH:13][C:12]([C:17]#[N:18])=[CH:11][CH:10]=2)=[O:5])[CH3:2]. (3) The reactants are [H-].[Al+3].[Li+].[H-].[H-].[H-].C[O:8][C:9]([C:11]1[CH:20]=[C:19]([O:21][CH2:22][C:23]2[CH:28]=[CH:27][CH:26]=[CH:25][CH:24]=2)[C:18]2[C:13](=[CH:14][CH:15]=[C:16]([F:29])[CH:17]=2)[CH:12]=1)=O.Cl. The catalyst is O1CCCC1. The product is [CH2:22]([O:21][C:19]1[C:18]2[C:13](=[CH:14][CH:15]=[C:16]([F:29])[CH:17]=2)[CH:12]=[C:11]([CH2:9][OH:8])[CH:20]=1)[C:23]1[CH:24]=[CH:25][CH:26]=[CH:27][CH:28]=1. The yield is 0.930. (4) The reactants are [CH3:1][O:2][C:3]1[CH:4]=[CH:5][CH:6]=[C:7]([OH:13])[C:8]=1[C:9]([O:11][CH3:12])=[O:10].F[C:15]1[CH:20]=[CH:19][CH:18]=[CH:17][C:16]=1[N+:21]([O-:23])=[O:22].[CH3:24][O:25][C:26]1[C:27]([C:40]([O:42][CH3:43])=[O:41])=[C:28]([CH:37]=[CH:38][CH:39]=1)[O:29][C:30]1[CH:36]=[CH:35][CH:34]=[CH:33][C:31]=1[NH2:32].[NH2:44][C:45]1[S:46][CH:47]=[CH:48][N:49]=1. No catalyst specified. The product is [CH3:1][O:2][C:3]1[C:8]([C:9]([O:11][CH3:12])=[O:10])=[C:7]([CH:6]=[CH:5][CH:4]=1)[O:13][C:15]1[CH:20]=[CH:19][CH:18]=[CH:17][C:16]=1[N+:21]([O-:23])=[O:22].[CH3:24][O:25][C:26]1[C:27]([C:40]([O:42][CH3:43])=[O:41])=[C:28]([CH:37]=[CH:38][CH:39]=1)[O:29][C:30]1[CH:36]=[CH:35][CH:34]=[CH:33][C:31]=1[NH:32][C:7]([NH:44][C:45]1[S:46][CH:47]=[CH:48][N:49]=1)=[O:13]. The yield is 0.800. (5) The reactants are [Si:1]([O:8][C@H:9]1[CH2:13][C@H:12]([O:14][C:15]2[CH:20]=[C:19]([NH:21][C@@H:22]3[C:30]4[C:25](=[CH:26][CH:27]=[CH:28][CH:29]=4)[CH2:24][C@@H:23]3[O:31][CH3:32])[N:18]=[CH:17][N:16]=2)[CH2:11][C@H:10]1[CH2:33]O)([C:4]([CH3:7])([CH3:6])[CH3:5])([CH3:3])[CH3:2].[C:35]([NH:42][SH:43](=[O:45])=[O:44])([O:37][C:38]([CH3:41])([CH3:40])[CH3:39])=[O:36].C1(P(C2C=CC=CC=2)C2C=CC=CC=2)C=CC=CC=1.[N:65](C(OCC)=O)=NC(OCC)=O. The catalyst is CCOC(C)=O. The product is [NH2:65][S:43]([N:42]([CH2:33][C@@H:10]1[CH2:11][C@@H:12]([O:14][C:15]2[CH:20]=[C:19]([NH:21][C@@H:22]3[C:30]4[C:25](=[CH:26][CH:27]=[CH:28][CH:29]=4)[CH2:24][C@@H:23]3[O:31][CH3:32])[N:18]=[CH:17][N:16]=2)[CH2:13][C@@H:9]1[O:8][Si:1]([C:4]([CH3:7])([CH3:6])[CH3:5])([CH3:3])[CH3:2])[C:35](=[O:36])[O:37][C:38]([CH3:41])([CH3:40])[CH3:39])(=[O:44])=[O:45]. The yield is 0.940. (6) The reactants are [H-].[Na+].C[O:4][C:5](=O)[C:6]([CH3:27])([CH3:26])[CH2:7][O:8][Si:9]([C:22]([CH3:25])([CH3:24])[CH3:23])([C:16]1[CH:21]=[CH:20][CH:19]=[CH:18][CH:17]=1)[C:10]1[CH:15]=[CH:14][CH:13]=[CH:12][CH:11]=1.[C:29](#[N:31])[CH3:30].Cl. The catalyst is C1(C)C=CC=CC=1. The product is [C:22]([Si:9]([C:10]1[CH:15]=[CH:14][CH:13]=[CH:12][CH:11]=1)([C:16]1[CH:21]=[CH:20][CH:19]=[CH:18][CH:17]=1)[O:8][CH2:7][C:6]([CH3:27])([CH3:26])[C:5](=[O:4])[CH2:30][C:29]#[N:31])([CH3:25])([CH3:23])[CH3:24]. The yield is 0.250. (7) The catalyst is CN(C)C=O. The reactants are Cl.[NH2:2][CH2:3][C:4]1[C:5]([NH:11][C:12](=[O:32])[CH2:13][CH2:14][CH2:15]/[CH:16]=[CH:17]\[CH2:18]/[CH:19]=[CH:20]\[CH2:21]/[CH:22]=[CH:23]\[CH2:24]/[CH:25]=[CH:26]\[CH2:27]/[CH:28]=[CH:29]\[CH2:30][CH3:31])=[N:6][C:7]([CH3:10])=[N:8][CH:9]=1.[CH:33]1[CH:38]=[N:37][CH:36]=[C:35]([C:39](O)=[O:40])[CH:34]=1.CN(C(ON1N=NC2C=CC=NC1=2)=[N+](C)C)C.F[P-](F)(F)(F)(F)F.C(N(C(C)C)CC)(C)C. The product is [C:12]([NH:11][C:5]1[C:4]([CH2:3][NH:2][C:39](=[O:40])[C:35]2[CH:34]=[CH:33][CH:38]=[N:37][CH:36]=2)=[CH:9][N:8]=[C:7]([CH3:10])[N:6]=1)(=[O:32])[CH2:13][CH2:14][CH2:15]/[CH:16]=[CH:17]\[CH2:18]/[CH:19]=[CH:20]\[CH2:21]/[CH:22]=[CH:23]\[CH2:24]/[CH:25]=[CH:26]\[CH2:27]/[CH:28]=[CH:29]\[CH2:30][CH3:31]. The yield is 0.300.